From a dataset of Forward reaction prediction with 1.9M reactions from USPTO patents (1976-2016). Predict the product of the given reaction. Given the reactants [I:1][C:2]1[C:10]2[C:5](=[N:6][CH:7]=[N:8][C:9]=2[NH:11][C:12](=[O:18])[O:13][C:14]([CH3:17])([CH3:16])[CH3:15])[N:4]([C:19]2[CH:24]=[CH:23][C:22]([N+:25]([O-])=O)=[CH:21][CH:20]=2)[N:3]=1.[NH4+].[Cl-], predict the reaction product. The product is: [NH2:25][C:22]1[CH:23]=[CH:24][C:19]([N:4]2[C:5]3=[N:6][CH:7]=[N:8][C:9]([NH:11][C:12](=[O:18])[O:13][C:14]([CH3:15])([CH3:16])[CH3:17])=[C:10]3[C:2]([I:1])=[N:3]2)=[CH:20][CH:21]=1.